Task: Predict the reactants needed to synthesize the given product.. Dataset: Full USPTO retrosynthesis dataset with 1.9M reactions from patents (1976-2016) (1) The reactants are: C(OC([N:8]1[C@@H:12]([C:13]2[CH:18]=[CH:17][CH:16]=[C:15]([C:19]([F:22])([F:21])[F:20])[CH:14]=2)[CH2:11][CH:10](C(O)=O)[C:9]1=[O:26])=O)(C)(C)C.C(O)(C(F)(F)F)=O. Given the product [F:22][C:19]([F:20])([F:21])[C:15]1[CH:14]=[C:13]([C@@H:12]2[NH:8][C:9](=[O:26])[CH2:10][CH2:11]2)[CH:18]=[CH:17][CH:16]=1, predict the reactants needed to synthesize it. (2) Given the product [C:1]([C:5]1[CH:10]=[CH:9][C:8]([S:11]([N:14]([C:15]2[CH:20]=[CH:19][CH:18]=[C:17]([N:21]([CH3:22])[CH3:23])[CH:16]=2)[CH2:24][C:25]([N:39]([CH2:40][CH2:41][OH:42])[CH2:38][C:29]2[CH:30]=[CH:31][C:32]3[C:37](=[CH:36][CH:35]=[CH:34][CH:33]=3)[N:28]=2)=[O:26])(=[O:13])=[O:12])=[CH:7][CH:6]=1)([CH3:2])([CH3:4])[CH3:3], predict the reactants needed to synthesize it. The reactants are: [C:1]([C:5]1[CH:10]=[CH:9][C:8]([S:11]([N:14]([CH2:24][C:25](O)=[O:26])[C:15]2[CH:20]=[CH:19][CH:18]=[C:17]([N:21]([CH3:23])[CH3:22])[CH:16]=2)(=[O:13])=[O:12])=[CH:7][CH:6]=1)([CH3:4])([CH3:3])[CH3:2].[N:28]1[C:37]2[C:32](=[CH:33][CH:34]=[CH:35][CH:36]=2)[CH:31]=[CH:30][C:29]=1[CH2:38][NH:39][CH2:40][CH2:41][OH:42].